From a dataset of Full USPTO retrosynthesis dataset with 1.9M reactions from patents (1976-2016). Predict the reactants needed to synthesize the given product. (1) The reactants are: Br[C:2]1[CH:3]=[C:4]([N:8]2[CH:13]=[CH:12][C:11](=[O:14])[C:10]([C:15]3[N:16]([C:20]4[C:29]5[C:24](=[CH:25][CH:26]=[CH:27][CH:28]=5)[CH:23]=[CH:22][CH:21]=4)[N:17]=[CH:18][CH:19]=3)=[N:9]2)[CH:5]=[CH:6][CH:7]=1.[F:30][CH2:31][CH2:32][OH:33].CCN(CC)CC.[C]=O.C[CH2:44][O:45]C(C)=O. Given the product [F:30][CH2:31][CH2:32][O:33][C:44](=[O:45])[C:2]1[CH:7]=[CH:6][CH:5]=[C:4]([N:8]2[CH:13]=[CH:12][C:11](=[O:14])[C:10]([C:15]3[N:16]([C:20]4[C:21]5[C:26](=[CH:25][CH:24]=[CH:23][CH:22]=5)[CH:27]=[CH:28][CH:29]=4)[N:17]=[CH:18][CH:19]=3)=[N:9]2)[CH:3]=1, predict the reactants needed to synthesize it. (2) The reactants are: [CH2:1]([Sn:5](=[O:10])[CH2:6][CH2:7][CH2:8][CH3:9])[CH2:2][CH2:3][CH3:4].[OH2:11].[C:12]1([CH3:18])[CH:17]=[CH:16][CH:15]=[CH:14][CH:13]=1. Given the product [OH:11][CH2:18][C@@H:12]1[CH2:17][CH2:16][CH2:15][CH2:14][C@H:13]1[OH:10].[CH2:1]([Sn:5][CH2:6][CH2:7][CH2:8][CH3:9])[CH2:2][CH2:3][CH3:4], predict the reactants needed to synthesize it.